This data is from Forward reaction prediction with 1.9M reactions from USPTO patents (1976-2016). The task is: Predict the product of the given reaction. (1) Given the reactants C(C1C=CC(CC(O)=O)=CC=1)=[O:2].C(O)C1C=CC=CC=1.[CH:21]([C:23]1[CH:28]=[CH:27][C:26]([CH2:29][C:30]([O:32][CH2:33][C:34]2[CH:39]=[CH:38][CH:37]=[CH:36][CH:35]=2)=[O:31])=[CH:25][CH:24]=1)=[O:22], predict the reaction product. The product is: [CH2:33]([O:32][C:30]([CH2:29][C:26]1[CH:25]=[CH:24][C:23]([C:21]([OH:2])=[O:22])=[CH:28][CH:27]=1)=[O:31])[C:34]1[CH:39]=[CH:38][CH:37]=[CH:36][CH:35]=1. (2) The product is: [CH3:17][C@@H:18]([CH2:22][CH:23]=[CH2:24])[C:19]([O:1][CH2:2][C@@H:3]([NH:10][C:11](=[O:16])[CH2:12][CH2:13][CH:14]=[CH2:15])[C:4]1[CH:9]=[CH:8][CH:7]=[CH:6][CH:5]=1)=[O:20]. Given the reactants [OH:1][CH2:2][C@@H:3]([NH:10][C:11](=[O:16])[CH2:12][CH2:13][CH:14]=[CH2:15])[C:4]1[CH:9]=[CH:8][CH:7]=[CH:6][CH:5]=1.[CH3:17][C@@H:18]([CH2:22][CH:23]=[CH2:24])[C:19](O)=[O:20], predict the reaction product.